This data is from Full USPTO retrosynthesis dataset with 1.9M reactions from patents (1976-2016). The task is: Predict the reactants needed to synthesize the given product. (1) The reactants are: [CH2:1]([O:3][C:4](=[O:13])[C:5]1[CH:10]=[CH:9][C:8]([F:11])=[CH:7][C:6]=1[F:12])[CH3:2].S(=O)(=O)(O)O.[N+:19]([O-])([OH:21])=[O:20]. Given the product [CH2:1]([O:3][C:4](=[O:13])[C:5]1[CH:10]=[C:9]([N+:19]([O-:21])=[O:20])[C:8]([F:11])=[CH:7][C:6]=1[F:12])[CH3:2], predict the reactants needed to synthesize it. (2) Given the product [CH2:6]([O:8][C:9](=[O:21])[C:10]1[CH:15]=[C:14]([N+:16]([O-:18])=[O:17])[C:13]([NH:4][CH2:3][CH:2]([F:5])[F:1])=[CH:12][C:11]=1[F:20])[CH3:7], predict the reactants needed to synthesize it. The reactants are: [F:1][CH:2]([F:5])[CH2:3][NH2:4].[CH2:6]([O:8][C:9](=[O:21])[C:10]1[CH:15]=[C:14]([N+:16]([O-:18])=[O:17])[C:13](F)=[CH:12][C:11]=1[F:20])[CH3:7].O. (3) Given the product [OH:5][CH2:6][CH2:7][CH2:8][C:9]1[CH:10]=[CH:11][C:12]([C:15]#[N:16])=[CH:13][CH:14]=1, predict the reactants needed to synthesize it. The reactants are: [Li+].[BH4-].C([O:5][C:6](=O)[CH2:7][CH2:8][C:9]1[CH:14]=[CH:13][C:12]([C:15]#[N:16])=[CH:11][CH:10]=1)C.CO. (4) Given the product [C:1]1([C:7]2[O:11][N:10]=[C:9]([N:12]3[CH2:16][CH2:15][C@H:14]([NH:17][C:28]4[N:33]=[CH:32][N:31]=[C:30]5[NH:34][N:35]=[CH:36][C:29]=45)[CH2:13]3)[N:8]=2)[CH:2]=[CH:3][CH:4]=[CH:5][CH:6]=1, predict the reactants needed to synthesize it. The reactants are: [C:1]1([C:7]2[O:11][N:10]=[C:9]([N:12]3[CH2:16][CH2:15][C@H:14]([NH2:17])[CH2:13]3)[N:8]=2)[CH:6]=[CH:5][CH:4]=[CH:3][CH:2]=1.CCN(C(C)C)C(C)C.Cl[C:28]1[N:33]=[CH:32][N:31]=[C:30]2[N:34](C3CCCCO3)[N:35]=[CH:36][C:29]=12. (5) Given the product [CH3:1][C:2]1([CH3:42])[C:10]2=[CH:11][C:12]3[N:13]([C:44]4[CH:49]=[CH:48][CH:47]=[CH:46][CH:45]=4)[C:14]4[C:19]([C:20]=3[CH:21]=[C:9]2[C:8]2[C:3]1=[CH:4][CH:5]=[CH:6][CH:7]=2)=[CH:18][C:17]([C:22]1[CH:23]=[C:24]([C:28]2[CH:33]=[CH:32][CH:31]=[C:30]([C:34]([C:36]3[CH:41]=[CH:40][CH:39]=[CH:38][CH:37]=3)=[O:35])[CH:29]=2)[CH:25]=[CH:26][CH:27]=1)=[CH:16][CH:15]=4, predict the reactants needed to synthesize it. The reactants are: [CH3:1][C:2]1([CH3:42])[C:10]2=[CH:11][C:12]3[NH:13][C:14]4[C:19]([C:20]=3[CH:21]=[C:9]2[C:8]2[C:3]1=[CH:4][CH:5]=[CH:6][CH:7]=2)=[CH:18][C:17]([C:22]1[CH:23]=[C:24]([C:28]2[CH:33]=[CH:32][CH:31]=[C:30]([C:34]([C:36]3[CH:41]=[CH:40][CH:39]=[CH:38][CH:37]=3)=[O:35])[CH:29]=2)[CH:25]=[CH:26][CH:27]=1)=[CH:16][CH:15]=4.Br[C:44]1[CH:49]=[CH:48][CH:47]=[CH:46][CH:45]=1.C(P(C(C)(C)C)C(C)(C)C)(C)(C)C.CC([O-])(C)C.[Na+]. (6) Given the product [CH2:25]([C:2]1[CH:10]=[C:9]([CH3:11])[C:8]2[N:7]([S:12]([C:15]3[CH:21]=[CH:20][C:18]([CH3:19])=[CH:17][CH:16]=3)(=[O:13])=[O:14])[CH:6]=[CH:5][C:4]=2[C:3]=1[C:22]#[N:23])[CH3:26], predict the reactants needed to synthesize it. The reactants are: Br[C:2]1[CH:10]=[C:9]([CH3:11])[C:8]2[N:7]([S:12]([C:15]3[CH:21]=[CH:20][C:18]([CH3:19])=[CH:17][CH:16]=3)(=[O:14])=[O:13])[CH:6]=[CH:5][C:4]=2[C:3]=1[C:22]#[N:23].[Zn](CC)[CH2:25][CH3:26]. (7) Given the product [CH3:13][O:12][C:8]1[CH:7]=[C:6]2[C:11](=[CH:10][CH:9]=1)[C:2]([C:22]1[CH:21]=[CH:20][C:29]3[C:24](=[CH:25][CH:26]=[CH:27][CH:28]=3)[CH:23]=1)=[N:3][C:4]([NH:14][C:15]1[CH:19]=[CH:18][NH:17][N:16]=1)=[CH:5]2, predict the reactants needed to synthesize it. The reactants are: Cl[C:2]1[C:11]2[C:6](=[CH:7][C:8]([O:12][CH3:13])=[CH:9][CH:10]=2)[CH:5]=[C:4]([NH:14][C:15]2[CH:19]=[CH:18][NH:17][N:16]=2)[N:3]=1.[CH:20]1[C:29]2[C:24](=[CH:25][CH:26]=[CH:27][CH:28]=2)[CH:23]=[CH:22][C:21]=1B(O)O.